Dataset: Reaction yield outcomes from USPTO patents with 853,638 reactions. Task: Predict the reaction yield, written as a fraction of the theoretical maximum amount of product (1.0 means a 100% yield; for example, 0.34 means a 34% yield). (1) The reactants are C([O:3][CH:4](OCC)[C:5]1[N:6]=[C:7]([C:17]2[C:21]([NH:22][C:23](=[O:32])[C:24]3[C:29]([F:30])=[CH:28][CH:27]=[CH:26][C:25]=3[F:31])=[CH:20][N:19]([CH:33]3[CH2:38][CH2:37][CH2:36][CH2:35][O:34]3)[N:18]=2)[NH:8][C:9]=1[C:10]1[CH:15]=[CH:14][C:13]([F:16])=[CH:12][CH:11]=1)C.C1(C)C=CC(S(O)(=O)=O)=CC=1. The catalyst is CC(C)=O. The product is [F:30][C:29]1[CH:28]=[CH:27][CH:26]=[C:25]([F:31])[C:24]=1[C:23]([NH:22][C:21]1[C:17]([C:7]2[NH:8][C:9]([C:10]3[CH:15]=[CH:14][C:13]([F:16])=[CH:12][CH:11]=3)=[C:5]([CH:4]=[O:3])[N:6]=2)=[N:18][N:19]([CH:33]2[CH2:38][CH2:37][CH2:36][CH2:35][O:34]2)[CH:20]=1)=[O:32]. The yield is 0.990. (2) The reactants are [O:1]1[C:5]2=[CH:6][N:7]=[CH:8][CH:9]=[C:4]2[CH:3]=[C:2]1[C:10]([OH:12])=O.Cl.[Cl:14][C:15]1[CH:16]=[C:17]([S:22]([C:25]2[CH:30]=[CH:29][C:28]([CH2:31][NH2:32])=[CH:27][CH:26]=2)(=[O:24])=[O:23])[CH:18]=[C:19]([F:21])[CH:20]=1.F[P-](F)(F)(F)(F)F.N1(O[P+](N(C)C)(N(C)C)N(C)C)C2C=CC=CC=2N=N1.C(N(CC)C(C)C)(C)C. The catalyst is CN(C=O)C. The product is [Cl:14][C:15]1[CH:16]=[C:17]([S:22]([C:25]2[CH:26]=[CH:27][C:28]([CH2:31][NH:32][C:10]([C:2]3[O:1][C:5]4=[CH:6][N:7]=[CH:8][CH:9]=[C:4]4[CH:3]=3)=[O:12])=[CH:29][CH:30]=2)(=[O:24])=[O:23])[CH:18]=[C:19]([F:21])[CH:20]=1. The yield is 0.670. (3) The reactants are [Br:1][C:2]1[CH:3]=[C:4]([N:8]2[C:12]3=[N:13][CH:14]=[C:15](I)[CH:16]=[C:11]3[C:10]([C:18]([O:20][CH3:21])=[O:19])=[N:9]2)[CH:5]=[CH:6][CH:7]=1.[CH3:22][N:23]1[CH:27]=[CH:26][C:25](B2OC(C)(C)C(C)(C)O2)=[N:24]1.[Cl-].[Li+].C(=O)([O-])[O-].[Na+].[Na+]. The catalyst is COCCOC.O. The product is [Br:1][C:2]1[CH:3]=[C:4]([N:8]2[C:12]3=[N:13][CH:14]=[C:15]([C:25]4[CH:26]=[CH:27][N:23]([CH3:22])[N:24]=4)[CH:16]=[C:11]3[C:10]([C:18]([O:20][CH3:21])=[O:19])=[N:9]2)[CH:5]=[CH:6][CH:7]=1. The yield is 0.860.